From a dataset of Forward reaction prediction with 1.9M reactions from USPTO patents (1976-2016). Predict the product of the given reaction. (1) The product is: [CH2:19]([N:3]([CH2:1][CH3:2])[C:4]([C:6]1[CH:7]=[CH:8][CH:9]=[C:10]2[C:14]=1[NH:13][CH:12]=[C:11]2[CH2:15][C:16]([O:18][CH3:22])=[O:17])=[O:5])[CH3:20]. Given the reactants [CH2:1]([N:3]([CH2:19][CH3:20])[C:4]([C:6]1[CH:7]=[CH:8][CH:9]=[C:10]2[C:14]=1[NH:13][CH:12]=[C:11]2[CH2:15][C:16]([OH:18])=[O:17])=[O:5])[CH3:2].Cl.[CH3:22]O, predict the reaction product. (2) Given the reactants Br[C:2]1[CH:10]=[CH:9][C:5]2[S:6][CH:7]=[CH:8][C:4]=2[CH:3]=1.[Mg].II.BrC1SC2C=CC=CC=2C=1.CON(C)[C:27](=[O:32])[CH2:28][CH:29]([CH3:31])[CH3:30], predict the reaction product. The product is: [S:6]1[CH:7]=[CH:8][C:4]2[CH:3]=[C:2]([C:27](=[O:32])[CH2:28][CH:29]([CH3:31])[CH3:30])[CH:10]=[CH:9][C:5]1=2. (3) Given the reactants F[C:2](F)(F)[C:3](O)=[O:4].[NH2:8][C@@H:9]1[C:15](=[O:16])[NH:14][C:13]2[CH:17]=[CH:18][C:19]([C:21]3[CH:26]=[CH:25][C:24]([C:27]([F:30])([F:29])[F:28])=[CH:23][CH:22]=3)=[CH:20][C:12]=2[O:11][CH2:10]1.C(N(CC)C(C)C)(C)C.C(Cl)(=O)C, predict the reaction product. The product is: [O:16]=[C:15]1[NH:14][C:13]2[CH:17]=[CH:18][C:19]([C:21]3[CH:22]=[CH:23][C:24]([C:27]([F:30])([F:29])[F:28])=[CH:25][CH:26]=3)=[CH:20][C:12]=2[O:11][CH2:10][C@@H:9]1[NH:8][C:3](=[O:4])[CH3:2]. (4) The product is: [F:1][C:2]1[CH:7]=[CH:6][C:5]([O:8][CH2:11][CH2:12][CH2:13][O:18][C:15]2[CH:6]=[CH:7][C:2]([F:1])=[CH:3][C:4]=2[I:9])=[C:4]([I:9])[CH:3]=1. Given the reactants [F:1][C:2]1[CH:7]=[CH:6][C:5]([OH:8])=[C:4]([I:9])[CH:3]=1.Br[CH2:11][CH2:12][CH2:13]Br.[C:15](=[O:18])([O-])[O-].[K+].[K+], predict the reaction product. (5) Given the reactants FC(F)(F)S(OCCCOS(C(F)(F)F)(=O)=O)(=O)=O.[F:20][C:21]([F:41])([F:40])[S:22]([O:25][CH:26]1CCCC[CH:27]1[O:32][S:33]([C:36]([F:39])([F:38])[F:37])(=[O:35])=[O:34])(=[O:24])=[O:23], predict the reaction product. The product is: [F:38][C:36]([F:37])([F:39])[S:33]([O:32][CH2:27][CH2:26][O:25][S:22]([C:21]([F:41])([F:40])[F:20])(=[O:24])=[O:23])(=[O:34])=[O:35]. (6) Given the reactants C[O:2][C:3]1[CH:20]=[CH:19][C:6](/[CH:7]=[CH:8]/[N:9]2[C:13]3[CH:14]=[CH:15][CH:16]=[CH:17][C:12]=3[S:11][C:10]2=[O:18])=[CH:5][CH:4]=1.B(Br)(Br)Br.C([O-])(O)=O.[Na+], predict the reaction product. The product is: [OH:2][C:3]1[CH:4]=[CH:5][C:6](/[CH:7]=[CH:8]/[N:9]2[C:13]3[CH:14]=[CH:15][CH:16]=[CH:17][C:12]=3[S:11][C:10]2=[O:18])=[CH:19][CH:20]=1. (7) Given the reactants Br[C:2]1[CH:3]=[C:4]([CH3:12])[C:5]([CH3:11])=[C:6]([CH:10]=1)[C:7]([OH:9])=[O:8].[F:13][C:14]1[CH:15]=[C:16](B(O)O)[CH:17]=[CH:18][C:19]=1[F:20].CN(C=O)C.O, predict the reaction product. The product is: [F:13][C:14]1[CH:15]=[C:16]([C:2]2[CH:3]=[C:4]([CH3:12])[C:5]([CH3:11])=[C:6]([CH:10]=2)[C:7]([OH:9])=[O:8])[CH:17]=[CH:18][C:19]=1[F:20].